Dataset: Catalyst prediction with 721,799 reactions and 888 catalyst types from USPTO. Task: Predict which catalyst facilitates the given reaction. (1) Reactant: Br[C:2]1[CH:7]=[C:6]([S:8]([CH3:11])(=[O:10])=[O:9])[CH:5]=[CH:4][C:3]=1[O:12][CH2:13][CH:14]1[CH2:16][CH2:15]1.[CH3:17][N:18]1[CH:27]=[C:26](B2OC(C)(C)C(C)(C)O2)[C:25]2[C:20](=[CH:21][CH:22]=[C:23]([C:37]3[CH:38]=[N:39][N:40]([CH3:42])[CH:41]=3)[CH:24]=2)[C:19]1=[O:43].C([O-])(O)=O.[Na+]. Product: [CH:14]1([CH2:13][O:12][C:3]2[CH:4]=[CH:5][C:6]([S:8]([CH3:11])(=[O:10])=[O:9])=[CH:7][C:2]=2[C:26]2[C:25]3[C:20](=[CH:21][CH:22]=[C:23]([C:37]4[CH:38]=[N:39][N:40]([CH3:42])[CH:41]=4)[CH:24]=3)[C:19](=[O:43])[N:18]([CH3:17])[CH:27]=2)[CH2:16][CH2:15]1. The catalyst class is: 117. (2) Reactant: Cl.[NH2:2][CH2:3][C:4]1[CH:13]=[CH:12][C:7]([C:8]([O:10][CH3:11])=[O:9])=[CH:6][N:5]=1.C(N(C(C)C)C(C)C)C.[C:23](Cl)(=[O:27])[CH:24]([CH3:26])[CH3:25]. Product: [C:23]([NH:2][CH2:3][C:4]1[CH:13]=[CH:12][C:7]([C:8]([O:10][CH3:11])=[O:9])=[CH:6][N:5]=1)(=[O:27])[CH:24]([CH3:26])[CH3:25]. The catalyst class is: 2. (3) Reactant: Cl[C:2]1C=C(N([C@H]2CC[C@H](N(C)C)CC2)CC)C(C)=C([CH:10]=1)C(O)=O.[Cl:24][C:25]1[CH:26]=[C:27]([N:47]([CH2:57][CH3:58])[C@H:48]2[CH2:53][CH2:52][C@H:51]([N:54]([CH3:56])[CH3:55])[CH2:50][CH2:49]2)[C:28]([CH3:46])=[C:29]([CH:45]=1)[C:30]([NH:32][CH2:33][C:34]1[C:39](=[O:40])[N:38]2[NH:41][CH:42]=C[C:37]2=CC=1C)=[O:31].O=[C:60](CC)CC(OCC)=O.C(N(CC)CC)C.C1CN([P+](ON2N=NC3C=CC=CC2=3)(N2CCCC2)N2CCCC2)CC1.F[P-](F)(F)(F)(F)F. Product: [Cl:24][C:25]1[CH:26]=[C:27]([N:47]([C@H:48]2[CH2:53][CH2:52][C@H:51]([N:54]([CH3:56])[CH3:55])[CH2:50][CH2:49]2)[CH2:57][CH3:58])[C:28]([CH3:46])=[C:29]([CH:45]=1)[C:30]([NH:32][CH2:33][C:34]1[C:42]([CH2:2][CH3:10])=[N:41][N:38]([CH3:37])[C:39]=1[O:40][CH3:60])=[O:31]. The catalyst class is: 16. (4) Reactant: [CH2:1]([O:3][C:4](=[O:15])[C:5]1[CH:10]=[C:9]([N+:11]([O-])=O)[CH:8]=[N:7][C:6]=1[CH3:14])[CH3:2]. Product: [CH2:1]([O:3][C:4](=[O:15])[C:5]1[CH:10]=[C:9]([NH2:11])[CH:8]=[N:7][C:6]=1[CH3:14])[CH3:2]. The catalyst class is: 19. (5) Reactant: [F:1][C:2]1[CH:7]=[CH:6][C:5]([C:8](=O)[CH:9](O[Si](C(C)(C)C)(C)C)[C:10]2[CH:15]=[CH:14][N:13]=[CH:12][CH:11]=2)=[CH:4][CH:3]=1.[NH2:25][C:26]1[CH:31]=[CH:30][CH:29]=[C:28]([NH2:32])[N:27]=1.O.C1(C)C=CC(S(O)(=O)=O)=CC=1. Product: [NH2:32][C:28]1[N:27]=[C:26]2[C:31]([C:9]([C:10]3[CH:11]=[CH:12][N:13]=[CH:14][CH:15]=3)=[C:8]([C:5]3[CH:4]=[CH:3][C:2]([F:1])=[CH:7][CH:6]=3)[NH:25]2)=[CH:30][CH:29]=1. The catalyst class is: 113.